From a dataset of Forward reaction prediction with 1.9M reactions from USPTO patents (1976-2016). Predict the product of the given reaction. (1) Given the reactants Br[C:2]1[CH:12]=[CH:11][C:5]([C:6]([O:8][CH2:9][CH3:10])=[O:7])=[CH:4][N:3]=1.[Br:13][C:14]1[CH:19]=[CH:18][C:17](B(O)O)=[CH:16][CH:15]=1, predict the reaction product. The product is: [Br:13][C:14]1[CH:19]=[CH:18][C:17]([C:2]2[CH:12]=[CH:11][C:5]([C:6]([O:8][CH2:9][CH3:10])=[O:7])=[CH:4][N:3]=2)=[CH:16][CH:15]=1. (2) Given the reactants C([N:8]1[CH2:13][CH2:12][C:11]([N:15]2[C:19]3[CH:20]=[CH:21][CH:22]=[CH:23][C:18]=3[N:17]([CH3:24])[C:16]2=[O:25])([CH3:14])[CH2:10][CH2:9]1)C1C=CC=CC=1, predict the reaction product. The product is: [CH3:24][N:17]1[C:18]2[CH:23]=[CH:22][CH:21]=[CH:20][C:19]=2[N:15]([C:11]2([CH3:14])[CH2:12][CH2:13][NH:8][CH2:9][CH2:10]2)[C:16]1=[O:25]. (3) Given the reactants [C:1]([N:4]1[C:12]2[C:7](=[CH:8][C:9]([Br:17])=[C:10]([S:13](Cl)(=[O:15])=[O:14])[CH:11]=2)[CH2:6][CH2:5]1)(=[O:3])[CH3:2].[NH:18]1[CH2:22][CH2:21][CH2:20][CH2:19]1, predict the reaction product. The product is: [Br:17][C:9]1[CH:8]=[C:7]2[C:12](=[CH:11][C:10]=1[S:13]([N:18]1[CH2:22][CH2:21][CH2:20][CH2:19]1)(=[O:15])=[O:14])[N:4]([C:1](=[O:3])[CH3:2])[CH2:5][CH2:6]2. (4) Given the reactants [CH3:1][C:2]([C@H:4]1[C@@H:8]2[C@@H:9]3[C@@:22]([CH3:25])([CH2:23][CH2:24][C@@:7]2([CH2:31][OH:32])[CH2:6][CH2:5]1)[C@@:21]1([CH3:26])[C@@H:12]([C@:13]2([CH3:30])[C@@H:18]([CH2:19][CH2:20]1)[C:17]([CH3:28])([CH3:27])[C@@H:16]([OH:29])[CH2:15][CH2:14]2)[CH2:11][CH2:10]3)=[CH2:3].C(O)(C(F)(F)F)=O, predict the reaction product. The product is: [CH3:25][C@:22]12[C@:21]3([CH3:26])[CH2:20][CH2:19][C@H:18]4[C:17]([CH3:27])([CH3:28])[C@@H:16]([OH:29])[CH2:15][CH2:14][C@:13]4([CH3:30])[C@H:12]3[CH2:11][CH2:10][C@@H:9]1[C@@H:8]1[C@@:7]3([CH2:31][O:32][C@H:4]1[C:2]([CH3:1])([CH3:3])[CH2:5][CH2:6]3)[CH2:24][CH2:23]2. (5) Given the reactants [OH:1][C:2]([C:4]([F:7])([F:6])[F:5])=[O:3].[F:8][CH:9]([F:37])[CH2:10][NH:11][C:12]1[N:13]=[C:14]2[CH2:36][CH2:35][NH:34][CH2:33][C:15]2=[N:16][C:17]=1[N:18]1[CH2:23][CH2:22][CH:21]([O:24][C:25]2[CH:30]=[CH:29][C:28]([F:31])=[CH:27][C:26]=2[F:32])[CH2:20][CH2:19]1.CCN(C(C)C)C(C)C.[CH3:47][S:48](Cl)(=[O:50])=[O:49], predict the reaction product. The product is: [F:37][CH:9]([F:8])[CH2:10][NH:11][C:12]1[N:13]=[C:14]2[CH2:36][CH2:35][N:34]([S:48]([CH3:47])(=[O:50])=[O:49])[CH2:33][C:15]2=[N:16][C:17]=1[N:18]1[CH2:19][CH2:20][CH:21]([O:24][C:25]2[CH:30]=[CH:29][C:28]([F:31])=[CH:27][C:26]=2[F:32])[CH2:22][CH2:23]1.[C:2]([OH:3])([C:4]([F:7])([F:6])[F:5])=[O:1]. (6) Given the reactants [F:1][C:2]1[C:3]2[N:4]([C:14]([CH2:17][O:18][C:19]3[C:28]4[C:23](=[CH:24][C:25]([OH:29])=[CH:26][CH:27]=4)[N:22]=[CH:21][CH:20]=3)=[N:15][N:16]=2)[CH:5]=[C:6]([C:8]2[O:12][N:11]=[C:10]([CH3:13])[CH:9]=2)[CH:7]=1.C1C=CC(P(C2C=CC=CC=2)C2C=CC=CC=2)=CC=1.[CH3:49][O:50][CH2:51][CH2:52]O.C(Cl)Cl.CCOC(/N=N/C(OCC)=O)=O, predict the reaction product. The product is: [F:1][C:2]1[C:3]2[N:4]([C:14]([CH2:17][O:18][C:19]3[C:28]4[C:23](=[CH:24][C:25]([O:29][CH2:52][CH2:51][O:50][CH3:49])=[CH:26][CH:27]=4)[N:22]=[CH:21][CH:20]=3)=[N:15][N:16]=2)[CH:5]=[C:6]([C:8]2[O:12][N:11]=[C:10]([CH3:13])[CH:9]=2)[CH:7]=1.